This data is from Forward reaction prediction with 1.9M reactions from USPTO patents (1976-2016). The task is: Predict the product of the given reaction. Given the reactants C([O:5][C:6]([C:8]1[S:12][C:11]([O:13][C:14]2[CH:15]=[C:16]([CH3:30])[C:17]3[CH:21]([CH2:22][C:23]([O:25][CH2:26][CH3:27])=[O:24])[O:20][B:19]([OH:28])[C:18]=3[CH:29]=2)=[N:10][CH:9]=1)=[O:7])(C)(C)C, predict the reaction product. The product is: [CH2:26]([O:25][C:23]([CH2:22][CH:21]1[O:20][B:19]([OH:28])[C:18]2[CH:29]=[C:14]([O:13][C:11]3[S:12][C:8]([C:6]([OH:7])=[O:5])=[CH:9][N:10]=3)[CH:15]=[C:16]([CH3:30])[C:17]1=2)=[O:24])[CH3:27].